From a dataset of NCI-60 drug combinations with 297,098 pairs across 59 cell lines. Regression. Given two drug SMILES strings and cell line genomic features, predict the synergy score measuring deviation from expected non-interaction effect. (1) Drug 1: CS(=O)(=O)C1=CC(=C(C=C1)C(=O)NC2=CC(=C(C=C2)Cl)C3=CC=CC=N3)Cl. Drug 2: C1CN1P(=S)(N2CC2)N3CC3. Cell line: NCI-H226. Synergy scores: CSS=14.9, Synergy_ZIP=0.0605, Synergy_Bliss=4.06, Synergy_Loewe=3.89, Synergy_HSA=4.00. (2) Drug 1: CN1CCC(CC1)COC2=C(C=C3C(=C2)N=CN=C3NC4=C(C=C(C=C4)Br)F)OC. Drug 2: CCCS(=O)(=O)NC1=C(C(=C(C=C1)F)C(=O)C2=CNC3=C2C=C(C=N3)C4=CC=C(C=C4)Cl)F. Cell line: COLO 205. Synergy scores: CSS=39.1, Synergy_ZIP=6.41, Synergy_Bliss=8.58, Synergy_Loewe=-7.32, Synergy_HSA=3.03. (3) Synergy scores: CSS=4.28, Synergy_ZIP=0.851, Synergy_Bliss=3.50, Synergy_Loewe=2.79, Synergy_HSA=2.22. Drug 1: CC1CCC2CC(C(=CC=CC=CC(CC(C(=O)C(C(C(=CC(C(=O)CC(OC(=O)C3CCCCN3C(=O)C(=O)C1(O2)O)C(C)CC4CCC(C(C4)OC)OCCO)C)C)O)OC)C)C)C)OC. Drug 2: CC(C)(C#N)C1=CC(=CC(=C1)CN2C=NC=N2)C(C)(C)C#N. Cell line: SF-268. (4) Drug 1: CS(=O)(=O)C1=CC(=C(C=C1)C(=O)NC2=CC(=C(C=C2)Cl)C3=CC=CC=N3)Cl. Drug 2: CC12CCC3C(C1CCC2O)C(CC4=C3C=CC(=C4)O)CCCCCCCCCS(=O)CCCC(C(F)(F)F)(F)F. Cell line: IGROV1. Synergy scores: CSS=5.16, Synergy_ZIP=6.49, Synergy_Bliss=4.29, Synergy_Loewe=3.56, Synergy_HSA=3.78. (5) Drug 1: C1=CC(=CC=C1CCCC(=O)O)N(CCCl)CCCl. Drug 2: CC1=CC=C(C=C1)C2=CC(=NN2C3=CC=C(C=C3)S(=O)(=O)N)C(F)(F)F. Cell line: MALME-3M. Synergy scores: CSS=-5.13, Synergy_ZIP=-4.63, Synergy_Bliss=-6.45, Synergy_Loewe=-12.9, Synergy_HSA=-9.12. (6) Drug 1: C1CC(=O)NC(=O)C1N2CC3=C(C2=O)C=CC=C3N. Drug 2: CS(=O)(=O)OCCCCOS(=O)(=O)C. Cell line: NCI-H460. Synergy scores: CSS=11.9, Synergy_ZIP=-6.84, Synergy_Bliss=5.58, Synergy_Loewe=1.08, Synergy_HSA=3.96.